Dataset: Catalyst prediction with 721,799 reactions and 888 catalyst types from USPTO. Task: Predict which catalyst facilitates the given reaction. (1) Reactant: [CH3:1][S:2]([N:5](S(C)(=O)=O)[C:6]1[CH:14]=[CH:13][CH:12]=[C:11]2[C:7]=1[C:8](=[O:33])[N:9]([CH:16]([C:22]1[CH:27]=[CH:26][C:25]([O:28][CH3:29])=[C:24]([O:30][CH2:31][CH3:32])[CH:23]=1)[CH2:17][S:18]([CH3:21])(=[O:20])=[O:19])[C:10]2=[O:15])(=[O:4])=[O:3].[OH-].[Na+].Cl. Product: [CH2:31]([O:30][C:24]1[CH:23]=[C:22]([CH:16]([N:9]2[C:8](=[O:33])[C:7]3[C:11](=[CH:12][CH:13]=[CH:14][C:6]=3[NH:5][S:2]([CH3:1])(=[O:3])=[O:4])[C:10]2=[O:15])[CH2:17][S:18]([CH3:21])(=[O:19])=[O:20])[CH:27]=[CH:26][C:25]=1[O:28][CH3:29])[CH3:32]. The catalyst class is: 23. (2) Reactant: [CH3:1][N:2]1[CH2:27][CH2:26][C:5]2[N:6]([CH2:14][C:15]([C:18]3[CH:23]=[CH:22][C:21]([O:24]C)=[CH:20][CH:19]=3)([OH:17])[CH3:16])[C:7]3[CH:8]=[CH:9][C:10]([CH3:13])=[CH:11][C:12]=3[C:4]=2[CH2:3]1.C([O-])(O)=O.[Na+]. Product: [CH3:1][N:2]1[CH2:27][CH2:26][C:5]2[N:6]([CH2:14][C:15]([C:18]3[CH:19]=[CH:20][C:21]([OH:24])=[CH:22][CH:23]=3)([OH:17])[CH3:16])[C:7]3[CH:8]=[CH:9][C:10]([CH3:13])=[CH:11][C:12]=3[C:4]=2[CH2:3]1. The catalyst class is: 2. (3) Reactant: Cl[C:2]1[N:7]=[C:6]([N:8]2[CH2:13][CH2:12][C:11]([NH:17][CH2:18][CH3:19])([C:14]([NH2:16])=[O:15])[CH2:10][CH2:9]2)[CH:5]=[N:4][C:3]=1[C:20]1[CH:25]=[CH:24][C:23]([Cl:26])=[CH:22][CH:21]=1.[Cl:27][C:28]1[CH:29]=[N:30][CH:31]=[CH:32][C:33]=1B(O)O.C([O-])([O-])=O.[Na+].[Na+].O. Product: [Cl:26][C:23]1[CH:24]=[CH:25][C:20]([C:3]2[N:4]=[CH:5][C:6]([N:8]3[CH2:13][CH2:12][C:11]([NH:17][CH2:18][CH3:19])([C:14]([NH2:16])=[O:15])[CH2:10][CH2:9]3)=[N:7][C:2]=2[C:33]2[CH:32]=[CH:31][N:30]=[CH:29][C:28]=2[Cl:27])=[CH:21][CH:22]=1. The catalyst class is: 203. (4) Reactant: [C:1]([C@@H:5]1[C@@H:10]([OH:11])[C:9](=O)[CH2:8][C@H:7]([C:13]2[CH:18]=[CH:17][N:16]=[CH:15][C:14]=2[N+:19]([O-:21])=[O:20])[O:6]1)([CH3:4])([CH3:3])[CH3:2].[CH2:22]([NH2:29])[C:23]1[CH:28]=[CH:27][CH:26]=[CH:25][CH:24]=1.[Li+].[BH4-]. Product: [CH2:22]([NH:29][C@H:9]1[CH2:8][C@H:7]([C:13]2[CH:18]=[CH:17][N:16]=[CH:15][C:14]=2[N+:19]([O-:21])=[O:20])[O:6][C@H:5]([C:1]([CH3:4])([CH3:3])[CH3:2])[C@H:10]1[OH:11])[C:23]1[CH:28]=[CH:27][CH:26]=[CH:25][CH:24]=1. The catalyst class is: 5. (5) The catalyst class is: 5. Reactant: [NH2:1][C@H:2]([C:6]([OH:8])=[O:7])[CH2:3][CH2:4][CH3:5].[C:9]([Cl:12])(=O)C. Product: [ClH:12].[NH2:1][C@H:2]([C:6]([O:8][CH3:9])=[O:7])[CH2:3][CH2:4][CH3:5]. (6) Reactant: [S:1]1[C:5]2=[CH:6][N:7]=[CH:8][CH:9]=[C:4]2[CH:3]=[CH:2]1.C([Li])CCC.[B:15](OC(C)C)([O:20]C(C)C)[O:16]C(C)C.[P:28](=[O:32])([OH:31])([OH:30])[OH:29]. Product: [P:28]([OH:32])([OH:31])([OH:30])=[O:29].[S:1]1[C:5]2=[CH:6][N:7]=[CH:8][CH:9]=[C:4]2[CH:3]=[C:2]1[B:15]([OH:20])[OH:16]. The catalyst class is: 6. (7) Reactant: [Si:1]([O:8][C@@H:9]1[C@@H:14]([CH3:15])[CH2:13][N:12]([C:16]2[C:21]([N+:22]([O-])=O)=[CH:20][N:19]=[CH:18][C:17]=2[CH3:25])[CH2:11][C@H:10]1[NH:26][C:27](=[O:33])[O:28][C:29]([CH3:32])([CH3:31])[CH3:30])([C:4]([CH3:7])([CH3:6])[CH3:5])([CH3:3])[CH3:2].[Cl-].[NH4+]. Product: [NH2:22][C:21]1[CH:20]=[N:19][CH:18]=[C:17]([CH3:25])[C:16]=1[N:12]1[CH2:13][C@H:14]([CH3:15])[C@@H:9]([O:8][Si:1]([C:4]([CH3:7])([CH3:5])[CH3:6])([CH3:2])[CH3:3])[C@H:10]([NH:26][C:27](=[O:33])[O:28][C:29]([CH3:32])([CH3:31])[CH3:30])[CH2:11]1. The catalyst class is: 314.